Dataset: Kir2.1 potassium channel HTS with 301,493 compounds. Task: Binary Classification. Given a drug SMILES string, predict its activity (active/inactive) in a high-throughput screening assay against a specified biological target. The drug is S1(=O)(=O)CC(N(CC)C(=O)COC(=O)Cc2c3c([nH]c2)cccc3)CC1. The result is 0 (inactive).